From a dataset of NCI-60 drug combinations with 297,098 pairs across 59 cell lines. Regression. Given two drug SMILES strings and cell line genomic features, predict the synergy score measuring deviation from expected non-interaction effect. (1) Drug 1: C1CC(=O)NC(=O)C1N2CC3=C(C2=O)C=CC=C3N. Drug 2: CC1=C(C=C(C=C1)NC(=O)C2=CC=C(C=C2)CN3CCN(CC3)C)NC4=NC=CC(=N4)C5=CN=CC=C5. Cell line: RXF 393. Synergy scores: CSS=4.79, Synergy_ZIP=4.57, Synergy_Bliss=1.49, Synergy_Loewe=1.69, Synergy_HSA=1.71. (2) Drug 1: CC1CCC2CC(C(=CC=CC=CC(CC(C(=O)C(C(C(=CC(C(=O)CC(OC(=O)C3CCCCN3C(=O)C(=O)C1(O2)O)C(C)CC4CCC(C(C4)OC)O)C)C)O)OC)C)C)C)OC. Drug 2: CS(=O)(=O)OCCCCOS(=O)(=O)C. Cell line: PC-3. Synergy scores: CSS=15.5, Synergy_ZIP=-7.15, Synergy_Bliss=-3.84, Synergy_Loewe=-4.36, Synergy_HSA=-4.20. (3) Drug 1: CC1CCC2CC(C(=CC=CC=CC(CC(C(=O)C(C(C(=CC(C(=O)CC(OC(=O)C3CCCCN3C(=O)C(=O)C1(O2)O)C(C)CC4CCC(C(C4)OC)OCCO)C)C)O)OC)C)C)C)OC. Drug 2: C1CN(P(=O)(OC1)NCCCl)CCCl. Cell line: UACC-257. Synergy scores: CSS=-0.138, Synergy_ZIP=-0.195, Synergy_Bliss=1.52, Synergy_Loewe=0.908, Synergy_HSA=0.606. (4) Drug 1: C1=CC(=CC=C1CCC2=CNC3=C2C(=O)NC(=N3)N)C(=O)NC(CCC(=O)O)C(=O)O. Drug 2: C1C(C(OC1N2C=NC3=C(N=C(N=C32)Cl)N)CO)O. Cell line: OVCAR-5. Synergy scores: CSS=12.8, Synergy_ZIP=-7.09, Synergy_Bliss=-4.12, Synergy_Loewe=-2.62, Synergy_HSA=-2.30. (5) Synergy scores: CSS=36.9, Synergy_ZIP=-7.25, Synergy_Bliss=0.729, Synergy_Loewe=2.60, Synergy_HSA=4.90. Drug 1: C1=CN(C(=O)N=C1N)C2C(C(C(O2)CO)O)O.Cl. Drug 2: C1CC(C1)(C(=O)O)C(=O)O.[NH2-].[NH2-].[Pt+2]. Cell line: UACC62.